Dataset: Full USPTO retrosynthesis dataset with 1.9M reactions from patents (1976-2016). Task: Predict the reactants needed to synthesize the given product. (1) Given the product [Br:1][C:2]1[CH:11]=[CH:10][C:5]([CH2:6][OH:7])=[CH:4][C:3]=1[C:12]([F:13])([F:14])[F:15], predict the reactants needed to synthesize it. The reactants are: [Br:1][C:2]1[CH:11]=[CH:10][C:5]([C:6](OC)=[O:7])=[CH:4][C:3]=1[C:12]([F:15])([F:14])[F:13].[H-].[H-].[H-].[H-].[Li+].[Al+3]. (2) Given the product [N:1]([C:2]1[CH:3]=[CH:4][C:5]([S:8]([N:11]2[CH2:16][CH2:15][CH:14]([N:17]3[CH2:22][CH2:21][CH:20]([CH2:23][CH2:24][OH:25])[CH2:19][CH2:18]3)[CH2:13][CH2:12]2)(=[O:10])=[O:9])=[CH:6][CH:7]=1)=[N+:31]=[N-:32], predict the reactants needed to synthesize it. The reactants are: [NH2:1][C:2]1[CH:7]=[CH:6][C:5]([S:8]([N:11]2[CH2:16][CH2:15][CH:14]([N:17]3[CH2:22][CH2:21][CH:20]([CH2:23][CH2:24][OH:25])[CH2:19][CH2:18]3)[CH2:13][CH2:12]2)(=[O:10])=[O:9])=[CH:4][CH:3]=1.Cl.N([O-])=O.[Na+].[N-:31]=[N+:32]=[N-].[Na+]. (3) Given the product [CH:27]1([C:30]([NH:1][C:2]2[N:26]=[C:5]3[CH:6]=[CH:7][C:8]([O:10][C:11]4[CH:12]=[CH:13][C:14]([CH3:25])=[C:15]([NH:17][C:18](=[O:24])[O:19][C:20]([CH3:21])([CH3:22])[CH3:23])[CH:16]=4)=[CH:9][N:4]3[N:3]=2)=[O:31])[CH2:29][CH2:28]1, predict the reactants needed to synthesize it. The reactants are: [NH2:1][C:2]1[N:26]=[C:5]2[CH:6]=[CH:7][C:8]([O:10][C:11]3[CH:12]=[CH:13][C:14]([CH3:25])=[C:15]([NH:17][C:18](=[O:24])[O:19][C:20]([CH3:23])([CH3:22])[CH3:21])[CH:16]=3)=[CH:9][N:4]2[N:3]=1.[CH:27]1([C:30](Cl)=[O:31])[CH2:29][CH2:28]1. (4) Given the product [Cl:36][C:33]1[CH:34]=[CH:35][C:27]([NH:26][C:24](=[O:25])[CH2:23][O:22][CH2:21][C:20]([NH:19][C:17]2[CH:18]=[C:13]([C:6]3[CH:7]=[CH:8][C:3]([O:2][CH3:1])=[CH:4][CH:5]=3)[CH:14]=[CH:15][C:16]=2[CH3:38])=[O:37])=[C:28]([CH:32]=1)[C:29]([OH:31])=[O:30], predict the reactants needed to synthesize it. The reactants are: [CH3:1][O:2][C:3]1[CH:8]=[CH:7][C:6](B(O)O)=[CH:5][CH:4]=1.Br[C:13]1[CH:14]=[CH:15][C:16]([CH3:38])=[C:17]([NH:19][C:20](=[O:37])[CH2:21][O:22][CH2:23][C:24]([NH:26][C:27]2[CH:35]=[CH:34][C:33]([Cl:36])=[CH:32][C:28]=2[C:29]([OH:31])=[O:30])=[O:25])[CH:18]=1. (5) The reactants are: [CH2:1]([O:3][C:4]([C:6]1[NH:7][C:8]2[C:13]([CH:14]=1)=[C:12]([O:15]CC1C=CC=CC=1)[CH:11]=[CH:10][CH:9]=2)=[O:5])[CH3:2]. Given the product [CH2:1]([O:3][C:4]([C:6]1[NH:7][C:8]2[C:13]([CH:14]=1)=[C:12]([OH:15])[CH:11]=[CH:10][CH:9]=2)=[O:5])[CH3:2], predict the reactants needed to synthesize it.